Dataset: Reaction yield outcomes from USPTO patents with 853,638 reactions. Task: Predict the reaction yield, written as a fraction of the theoretical maximum amount of product (1.0 means a 100% yield; for example, 0.34 means a 34% yield). (1) The reactants are [NH2:1][C:2]1[C:3]([C:9]([NH:11][NH:12][C:13](=[O:20])[C:14]2[CH:19]=[CH:18][CH:17]=[CH:16][CH:15]=2)=O)=[N:4][C:5]([Br:8])=[CH:6][N:7]=1. The product is [Br:8][C:5]1[N:4]=[C:3]([C:9]2[O:20][C:13]([C:14]3[CH:15]=[CH:16][CH:17]=[CH:18][CH:19]=3)=[N:12][N:11]=2)[C:2]([NH2:1])=[N:7][CH:6]=1. The yield is 0.780. The catalyst is O. (2) The reactants are [NH2:1][C:2]1[C:7]([NH:8][C:9](=[O:12])[O:10][CH3:11])=[C:6]([NH2:13])[N:5]=[C:4]([C:14]2[N:18]=[C:17]([C:19]3[S:20][CH:21]=[CH:22][N:23]=3)[N:16]([CH2:24][C:25]3[CH:30]=[CH:29][CH:28]=[CH:27][C:26]=3[F:31])[N:15]=2)[N:3]=1.[H-].[Na+].I[CH3:35].O. The catalyst is CN(C=O)C.CC#N.CO. The product is [NH2:1][C:2]1[C:7]([N:8]([CH3:35])[C:9](=[O:12])[O:10][CH3:11])=[C:6]([NH2:13])[N:5]=[C:4]([C:14]2[N:18]=[C:17]([C:19]3[S:20][CH:21]=[CH:22][N:23]=3)[N:16]([CH2:24][C:25]3[CH:30]=[CH:29][CH:28]=[CH:27][C:26]=3[F:31])[N:15]=2)[N:3]=1. The yield is 0.810. (3) The reactants are [NH2:1][C:2]1[C:7](Br)=[N:6][C:5]([S:9][CH3:10])=[CH:4][N:3]=1.[CH2:11]([OH:14])[C:12]#[CH:13].C(N(CC)CC)C.O. The catalyst is O1CCOCC1.[Cu]I. The product is [NH2:1][C:2]1[C:7]([C:13]#[C:12][CH2:11][OH:14])=[N:6][C:5]([S:9][CH3:10])=[CH:4][N:3]=1. The yield is 0.889. (4) The catalyst is O.C1(C)C=CC(S(O)(=O)=O)=CC=1.C1(C)C=CC=CC=1. The reactants are [F:1][C:2]1[CH:3]=[C:4]([C:29]2[C:30]([C:35]#[N:36])=[CH:31][CH:32]=[CH:33][CH:34]=2)[CH:5]=[CH:6][C:7]=1[CH2:8][C:9]1[C:10](=[O:28])[N:11]([CH:21]2[CH2:26][CH2:25][C:24](=[O:27])[CH2:23][CH2:22]2)[C:12]2[N:13]([N:18]=[CH:19][N:20]=2)[C:14]=1[CH2:15][CH2:16][CH3:17].[C:37]1([CH2:43]O)([CH2:41][OH:42])[CH2:40][CH2:39][CH2:38]1. The product is [CH2:38]1[C:37]2([CH2:41][O:42][C:24]3([CH2:23][CH2:22][CH:21]([N:11]4[C:10](=[O:28])[C:9]([CH2:8][C:7]5[CH:6]=[CH:5][C:4]([C:29]6[C:30]([C:35]#[N:36])=[CH:31][CH:32]=[CH:33][CH:34]=6)=[CH:3][C:2]=5[F:1])=[C:14]([CH2:15][CH2:16][CH3:17])[N:13]5[N:18]=[CH:19][N:20]=[C:12]45)[CH2:26][CH2:25]3)[O:27][CH2:43]2)[CH2:40][CH2:39]1. The yield is 0.860. (5) The reactants are [F:1][C:2]1[CH:26]=[CH:25][C:5]([C:6]([N:8]([C:17]2[CH:22]=[CH:21][C:20]([O:23]C)=[CH:19][CH:18]=2)[C:9]2[CH:14]=[CH:13][C:12]([O:15]C)=[CH:11][CH:10]=2)=[O:7])=[C:4]([C:27]([F:30])([F:29])[F:28])[CH:3]=1.B(Br)(Br)Br.O.CCOC(C)=O. The catalyst is C(Cl)Cl. The product is [F:1][C:2]1[CH:26]=[CH:25][C:5]([C:6]([N:8]([C:17]2[CH:22]=[CH:21][C:20]([OH:23])=[CH:19][CH:18]=2)[C:9]2[CH:14]=[CH:13][C:12]([OH:15])=[CH:11][CH:10]=2)=[O:7])=[C:4]([C:27]([F:28])([F:29])[F:30])[CH:3]=1. The yield is 0.925. (6) The reactants are Cl[C:2]1[N:7]=[C:6]([NH:8][CH2:9][CH3:10])[C:5]([N+:11]([O-:13])=[O:12])=[CH:4][N:3]=1.[CH2:14]([N:16]([CH2:27][CH3:28])[CH2:17][CH2:18][O:19][C:20]1[CH:26]=[CH:25][C:23]([NH2:24])=[CH:22][CH:21]=1)[CH3:15]. The catalyst is C1COCC1.CC(O)C. The product is [CH2:27]([N:16]([CH2:14][CH3:15])[CH2:17][CH2:18][O:19][C:20]1[CH:21]=[CH:22][C:23]([NH:24][C:2]2[N:7]=[C:6]([NH:8][CH2:9][CH3:10])[C:5]([N+:11]([O-:13])=[O:12])=[CH:4][N:3]=2)=[CH:25][CH:26]=1)[CH3:28]. The yield is 0.950.